Dataset: Forward reaction prediction with 1.9M reactions from USPTO patents (1976-2016). Task: Predict the product of the given reaction. (1) Given the reactants [Cl:1][C:2]1[CH:11]=[C:10]([C:12](=O)[CH3:13])[C:9]([N:15]2[CH2:19][CH2:18][C@@H:17]([OH:20])[CH2:16]2)=[C:8]2[C:3]=1[CH:4]=[CH:5][CH:6]=[N:7]2.C([O-])(=O)C.[NH4+].C([BH3-])#[N:27].[Na+], predict the reaction product. The product is: [NH2:27][CH:12]([C:10]1[C:9]([N:15]2[CH2:19][CH2:18][C@@H:17]([OH:20])[CH2:16]2)=[C:8]2[C:3]([CH:4]=[CH:5][CH:6]=[N:7]2)=[C:2]([Cl:1])[CH:11]=1)[CH3:13]. (2) Given the reactants C([O:3][C:4](=[O:32])[CH2:5][C@@H:6]([N:10]1[C:14]2[CH:15]=[CH:16][CH:17]=[CH:18][C:13]=2[N:12]([CH2:19][C:20]2[C:28]3[C:23](=[CH:24][CH:25]=[CH:26][C:27]=3[CH3:29])[N:22]([CH3:30])[CH:21]=2)[C:11]1=[O:31])[CH2:7][CH2:8][CH3:9])C.[Li+].[OH-], predict the reaction product. The product is: [CH3:30][N:22]1[C:23]2[C:28](=[C:27]([CH3:29])[CH:26]=[CH:25][CH:24]=2)[C:20]([CH2:19][N:12]2[C:13]3[CH:18]=[CH:17][CH:16]=[CH:15][C:14]=3[N:10]([C@@H:6]([CH2:7][CH2:8][CH3:9])[CH2:5][C:4]([OH:32])=[O:3])[C:11]2=[O:31])=[CH:21]1. (3) Given the reactants [Cl:1][C:2]1[CH:3]=[C:4]([NH:31][C:32](=[O:37])[CH2:33][N:34]([CH3:36])[CH3:35])[CH:5]=[CH:6][C:7]=1[C:8]1[NH:30][C:11]2=[N:12][CH:13]=[C:14]([Cl:29])[C:15]([C:16]3[S:20][C:19]([C:21]4([O:25]COC)[CH2:24][CH2:23][CH2:22]4)=[N:18][CH:17]=3)=[C:10]2[CH:9]=1.ClC1C(C2SC(C3(OCOC)CCC3)=NC=2)=C2C=C(C3N=C(C4CCCN(C(OC(C)(C)C)=O)C4)ON=3)NC2=NC=1, predict the reaction product. The product is: [Cl:1][C:2]1[CH:3]=[C:4]([NH:31][C:32](=[O:37])[CH2:33][N:34]([CH3:35])[CH3:36])[CH:5]=[CH:6][C:7]=1[C:8]1[NH:30][C:11]2=[N:12][CH:13]=[C:14]([Cl:29])[C:15]([C:16]3[S:20][C:19]([C:21]4([OH:25])[CH2:24][CH2:23][CH2:22]4)=[N:18][CH:17]=3)=[C:10]2[CH:9]=1. (4) Given the reactants C(O[C:6](=O)[NH:7][C:8]1[CH:13]=[CH:12][C:11]([O:14][CH2:15][CH2:16][CH2:17][CH3:18])=[CH:10][CH:9]=1)(C)(C)C.FC(F)(F)C(O)=O.ClC[C:29]([N:31]1[CH2:36][CH2:35][N:34]([C:37]2[N:44]=[CH:43][CH:42]=[CH:41][C:38]=2[C:39]#[N:40])[CH2:33][CH2:32]1)=[O:30].C(=O)([O-])[O-].[Cs+].[Cs+], predict the reaction product. The product is: [CH2:15]([O:14][C:11]1[CH:10]=[CH:9][C:8]([NH:7][CH2:6][C:29]([N:31]2[CH2:32][CH2:33][N:34]([C:37]3[N:44]=[CH:43][CH:42]=[CH:41][C:38]=3[C:39]#[N:40])[CH2:35][CH2:36]2)=[O:30])=[CH:13][CH:12]=1)[CH2:16][CH2:17][CH3:18]. (5) Given the reactants [CH3:1][O:2][C:3]([C:5]1[CH:6]=[C:7]([O:15][C:16]2[CH:21]=[CH:20][C:19]([S:22]([CH3:25])(=[O:24])=[O:23])=[CH:18][CH:17]=2)[CH:8]=[C:9]2[O:13][CH:12]([CH3:14])C[C:10]=12)=[O:4].[CH3:26]S(C1C=CC(F)=CC=1)(=O)=O.C([O-])([O-])=O.[Cs+].[Cs+].C(OC(C1C=C(O)C2CCOC=2C=1)=O)C, predict the reaction product. The product is: [CH2:1]([O:2][C:3]([C:5]1[CH:6]=[C:7]([O:15][C:16]2[CH:17]=[CH:18][C:19]([S:22]([CH3:25])(=[O:23])=[O:24])=[CH:20][CH:21]=2)[C:8]2[CH2:14][CH2:12][O:13][C:9]=2[CH:10]=1)=[O:4])[CH3:26].